This data is from Catalyst prediction with 721,799 reactions and 888 catalyst types from USPTO. The task is: Predict which catalyst facilitates the given reaction. Product: [CH:1]([O:4][C:8]1[N:9]=[C:10]([C:18]2[CH:23]=[CH:22][CH:21]=[C:20]([C:24]([F:25])([F:27])[F:26])[CH:19]=2)[C:11]2[S:16][C:15]([CH3:17])=[CH:14][C:12]=2[N:13]=1)([CH3:3])[CH3:2]. Reactant: [CH:1]([OH:4])([CH3:3])[CH3:2].[H-].[Na+].Cl[C:8]1[N:9]=[C:10]([C:18]2[CH:23]=[CH:22][CH:21]=[C:20]([C:24]([F:27])([F:26])[F:25])[CH:19]=2)[C:11]2[S:16][C:15]([CH3:17])=[CH:14][C:12]=2[N:13]=1. The catalyst class is: 1.